Task: Predict the reactants needed to synthesize the given product.. Dataset: Full USPTO retrosynthesis dataset with 1.9M reactions from patents (1976-2016) (1) Given the product [CH2:11]([C:6]1([CH3:13])[CH:7]2[CH2:10][C:3]([CH3:2])([CH2:9][CH2:8]2)[CH2:4][C:5]1=[O:12])[CH:20]=[CH2:21], predict the reactants needed to synthesize it. The reactants are: Cl.[CH3:2][C:3]12[CH2:10][CH:7]([CH2:8][CH2:9]1)[CH:6]([CH3:11])[C:5](=[O:12])[CH2:4]2.[CH3:13]OC(OC)OC.[CH2:20](O)[CH:21]=C. (2) Given the product [N:31]1([CH2:30][CH2:29][C:25]2[CH:24]=[C:23]([NH:22][C:18]3[N:17]=[C:16]([C:15]4[N:14]5[C:10]([S:11][CH:12]=[CH:13]5)=[N:9][C:8]=4[C:4]4[CH:3]=[C:2]([NH:1][C:76]([NH:75][C:78]5[CH:83]=[CH:82][CH:81]=[CH:80][CH:79]=5)=[O:77])[CH:7]=[CH:6][CH:5]=4)[CH:21]=[CH:20][N:19]=3)[CH:28]=[CH:27][CH:26]=2)[CH2:36][CH2:35][O:34][CH2:33][CH2:32]1, predict the reactants needed to synthesize it. The reactants are: [NH2:1][C:2]1[CH:3]=[C:4]([C:8]2[N:9]=[C:10]3[N:14]([C:15]=2[C:16]2[CH:21]=[CH:20][N:19]=[C:18]([NH:22][C:23]4[CH:28]=[CH:27][CH:26]=[C:25]([CH2:29][CH2:30][N:31]5[CH2:36][CH2:35][O:34][CH2:33][CH2:32]5)[CH:24]=4)[N:17]=2)[CH:13]=[CH:12][S:11]3)[CH:5]=[CH:6][CH:7]=1.NC1C=C(C2N=C3N(C=2C2C=CN=C(NC4C=CC=C(OCCCN5CCOCC5)C=4)N=2)C=CS3)C=CC=1.[N:75]([C:78]1[CH:83]=[CH:82][CH:81]=[CH:80][CH:79]=1)=[C:76]=[O:77].FC1C=CC=C(F)C=1C(Cl)=O. (3) Given the product [C:1]([C:5]1[N:10]=[CH:9][C:8]([C:11]2[N:12]([C:32]([N:38]3[CH2:43][CH2:42][NH:41][CH2:40][CH2:39]3)=[O:33])[C@@:13]([C:25]3[CH:26]=[CH:27][C:28]([Cl:31])=[CH:29][CH:30]=3)([CH3:24])[C@@:14]([C:17]3[CH:18]=[CH:19][C:20]([Cl:23])=[CH:21][CH:22]=3)([CH3:16])[N:15]=2)=[C:7]([O:35][CH2:36][CH3:37])[CH:6]=1)([CH3:2])([CH3:3])[CH3:4], predict the reactants needed to synthesize it. The reactants are: [C:1]([C:5]1[N:10]=[CH:9][C:8]([C:11]2[N:12]([C:32](Cl)=[O:33])[C@@:13]([C:25]3[CH:30]=[CH:29][C:28]([Cl:31])=[CH:27][CH:26]=3)([CH3:24])[C@@:14]([C:17]3[CH:22]=[CH:21][C:20]([Cl:23])=[CH:19][CH:18]=3)([CH3:16])[N:15]=2)=[C:7]([O:35][CH2:36][CH3:37])[CH:6]=1)([CH3:4])([CH3:3])[CH3:2].[NH:38]1[CH2:43][CH2:42][NH:41][CH2:40][CH2:39]1. (4) The reactants are: [C:1]([O:5][C:6](=[O:19])[NH:7][C:8]1[CH:13]=[C:12]([O:14][CH3:15])[CH:11]=[CH:10][C:9]=1[N+:16]([O-:18])=[O:17])([CH3:4])([CH3:3])[CH3:2].[H-].[Na+].S(OC)(O[CH3:26])(=O)=O.O. Given the product [C:1]([O:5][C:6](=[O:19])[N:7]([C:8]1[CH:13]=[C:12]([O:14][CH3:15])[CH:11]=[CH:10][C:9]=1[N+:16]([O-:18])=[O:17])[CH3:26])([CH3:4])([CH3:2])[CH3:3], predict the reactants needed to synthesize it. (5) Given the product [C:1]([O:5][C:15](=[NH:16])[C:14]([Cl:18])([Cl:17])[Cl:13])([CH3:4])([CH3:3])[CH3:2], predict the reactants needed to synthesize it. The reactants are: [C:1]([OH:5])([CH3:4])([CH3:3])[CH3:2].FC1C=CC=CC=1.[Cl:13][C:14]([Cl:18])([Cl:17])[C:15]#[N:16].O=[Si]=O. (6) The reactants are: [F:1][C:2]([F:11])([F:10])[C:3]1[CH:8]=[CH:7][C:6]([SH:9])=[CH:5][CH:4]=1.Br[C:13]1[C:20]([C:21]#[N:22])=[C:19]([O:23][CH:24]([CH3:26])[CH3:25])[C:18]([O:27][CH:28]([CH3:30])[CH3:29])=[CH:17][C:14]=1[C:15]#[N:16].C(=O)([O-])[O-].[Cs+].[Cs+].O. Given the product [CH:24]([O:23][C:19]1[C:18]([O:27][CH:28]([CH3:30])[CH3:29])=[CH:17][C:14]([C:15]#[N:16])=[C:13]([S:9][C:6]2[CH:5]=[CH:4][C:3]([C:2]([F:1])([F:10])[F:11])=[CH:8][CH:7]=2)[C:20]=1[C:21]#[N:22])([CH3:26])[CH3:25], predict the reactants needed to synthesize it. (7) Given the product [C:1]([O:5][C:6]([N:8]1[CH2:9][CH2:10][CH:11]([C:14]2[S:15][C:16]([CH3:21])=[C:17]([CH:19]([OH:20])[CH3:22])[N:18]=2)[CH2:12][CH2:13]1)=[O:7])([CH3:4])([CH3:3])[CH3:2], predict the reactants needed to synthesize it. The reactants are: [C:1]([O:5][C:6]([N:8]1[CH2:13][CH2:12][CH:11]([C:14]2[S:15][C:16]([CH3:21])=[C:17]([CH:19]=[O:20])[N:18]=2)[CH2:10][CH2:9]1)=[O:7])([CH3:4])([CH3:3])[CH3:2].[CH3:22][Mg]I.